From a dataset of Full USPTO retrosynthesis dataset with 1.9M reactions from patents (1976-2016). Predict the reactants needed to synthesize the given product. Given the product [N:5]1[C:6]2[CH2:7][CH2:8][CH2:9][CH2:10][C:11]=2[C:2]([B:12]2[O:16][C:15]([CH3:18])([CH3:17])[C:14]([CH3:20])([CH3:19])[O:13]2)=[CH:3][CH:4]=1, predict the reactants needed to synthesize it. The reactants are: Br[C:2]1[C:11]2[CH2:10][CH2:9][CH2:8][CH2:7][C:6]=2[N:5]=[CH:4][CH:3]=1.[B:12]1([B:12]2[O:16][C:15]([CH3:18])([CH3:17])[C:14]([CH3:20])([CH3:19])[O:13]2)[O:16][C:15]([CH3:18])([CH3:17])[C:14]([CH3:20])([CH3:19])[O:13]1.C([O-])(=O)C.[K+].